From a dataset of Full USPTO retrosynthesis dataset with 1.9M reactions from patents (1976-2016). Predict the reactants needed to synthesize the given product. (1) Given the product [F:1][C:2]1[CH:7]=[CH:6][CH:5]=[C:4]([C:8]2[N:9]([CH3:13])[CH:10]=[CH:11][N:12]=2)[C:3]=1[N:14]1[CH:18]=[C:17]([CH2:19][OH:20])[C:16]([CH3:24])=[N:15]1, predict the reactants needed to synthesize it. The reactants are: [F:1][C:2]1[CH:7]=[CH:6][CH:5]=[C:4]([C:8]2[N:9]([CH3:13])[CH:10]=[CH:11][N:12]=2)[C:3]=1[N:14]1[CH:18]=[C:17]([C:19](OCC)=[O:20])[C:16]([CH3:24])=[N:15]1.N1C=CC=N1. (2) Given the product [CH3:1][O:2][C:3]1[CH:4]=[CH:5][CH:6]=[C:7]2[C:11]=1[CH:10]([NH:12][C:13]1[O:14][CH2:15][C:16]3[CH:22]=[C:21]([NH:23][S:30]([N:24]4[CH2:29][CH2:28][CH2:27][CH2:26][CH2:25]4)(=[O:32])=[O:31])[CH:20]=[CH:19][C:17]=3[N:18]=1)[CH2:9][CH2:8]2, predict the reactants needed to synthesize it. The reactants are: [CH3:1][O:2][C:3]1[CH:4]=[CH:5][CH:6]=[C:7]2[C:11]=1[CH:10]([NH:12][C:13]1[O:14][CH2:15][C:16]3[CH:22]=[C:21]([NH2:23])[CH:20]=[CH:19][C:17]=3[N:18]=1)[CH2:9][CH2:8]2.[N:24]1([S:30](Cl)(=[O:32])=[O:31])[CH2:29][CH2:28][CH2:27][CH2:26][CH2:25]1. (3) Given the product [F:19][C:5]1[CH:6]=[C:7]([O:10][CH2:11][C:12]2[CH:17]=[CH:16][CH:15]=[C:14]([CH3:18])[N:13]=2)[CH:8]=[CH:9][C:4]=1[C:3]([N:29]1[CH2:30][CH2:31][CH2:32][C@H:28]1[CH2:27][N:23]1[CH2:24][CH2:25][CH2:26][C@H:22]1[CH3:21])=[O:20], predict the reactants needed to synthesize it. The reactants are: CO[C:3](=[O:20])[C:4]1[CH:9]=[CH:8][C:7]([O:10][CH2:11][C:12]2[CH:17]=[CH:16][CH:15]=[C:14]([CH3:18])[N:13]=2)=[CH:6][C:5]=1[F:19].[CH3:21][C@@H:22]1[CH2:26][CH2:25][CH2:24][N:23]1[CH2:27][C@@H:28]1[CH2:32][CH2:31][CH2:30][NH:29]1. (4) Given the product [OH:24][CH2:25][CH:26]([NH:28][C:20]([C:17]1[NH:18][N:19]=[C:15](/[CH:14]=[CH:13]/[C:12]2[C:8]([C:5]3[CH:4]=[CH:3][C:2]([F:1])=[CH:7][CH:6]=3)=[N:9][O:10][C:11]=2[CH3:23])[CH:16]=1)=[O:22])[CH3:27], predict the reactants needed to synthesize it. The reactants are: [F:1][C:2]1[CH:7]=[CH:6][C:5]([C:8]2[C:12](/[CH:13]=[CH:14]/[C:15]3[CH:16]=[C:17]([C:20]([OH:22])=O)[NH:18][N:19]=3)=[C:11]([CH3:23])[O:10][N:9]=2)=[CH:4][CH:3]=1.[OH:24][CH2:25][CH:26]([NH2:28])[CH3:27]. (5) The reactants are: [CH2:1]([O:3][C:4](=[O:16])[CH2:5][C:6]1[CH:11]=[CH:10][C:9]([O:12][CH3:13])=[C:8]([O:14][CH3:15])[CH:7]=1)[CH3:2].CO[C:19]1C=C(CC#N)C=[CH:23][C:24]=1OC.Cl[C:31]([O:33][CH2:34][CH3:35])=[O:32].[Br:36]C(C)C.C([N-]C(C)C)(C)C.[Li+].C[Si]([N-][Si](C)(C)C)(C)C.[Na+].[H-].[Na+]. Given the product [Br:36][CH2:23][CH2:24][CH2:19][C:5]([C:6]1[CH:11]=[CH:10][C:9]([O:12][CH3:13])=[C:8]([O:14][CH3:15])[CH:7]=1)([C:31]([O:33][CH2:34][CH3:35])=[O:32])[C:4]([O:3][CH2:1][CH3:2])=[O:16], predict the reactants needed to synthesize it. (6) The reactants are: [OH:1][C@@:2]1([C:9]#[C:10][C:11]2[CH:12]=[C:13]([N:17]3[C:21]4[N:22]=[CH:23][S:24][C:20]=4[C:19]([C:25]([O:27]CC)=O)=[N:18]3)[CH:14]=[CH:15][CH:16]=2)[CH2:6][CH2:5][N:4]([CH3:7])[C:3]1=[O:8].[NH3:30]. Given the product [OH:1][C@@:2]1([C:9]#[C:10][C:11]2[CH:12]=[C:13]([N:17]3[C:21]4[N:22]=[CH:23][S:24][C:20]=4[C:19]([C:25]([NH2:30])=[O:27])=[N:18]3)[CH:14]=[CH:15][CH:16]=2)[CH2:6][CH2:5][N:4]([CH3:7])[C:3]1=[O:8], predict the reactants needed to synthesize it.